Dataset: Reaction yield outcomes from USPTO patents with 853,638 reactions. Task: Predict the reaction yield, written as a fraction of the theoretical maximum amount of product (1.0 means a 100% yield; for example, 0.34 means a 34% yield). (1) The reactants are [F:1][C:2]1[CH:3]=[C:4]2[C:8](=[CH:9][CH:10]=1)[C:7](=[O:11])[CH:6]([CH2:12][C:13](O)=[O:14])[CH2:5]2.[H-].[H-].[H-].[H-].[Li+].[Al+3]. The catalyst is C1COCC1. The product is [F:1][C:2]1[CH:3]=[C:4]2[C:8](=[CH:9][CH:10]=1)[CH:7]([OH:11])[CH:6]([CH2:12][CH2:13][OH:14])[CH2:5]2. The yield is 0.950. (2) The reactants are O.[OH-].[Li+].C[O:5][C:6](=[O:32])[C:7]([CH3:31])([CH3:30])[CH2:8][N:9]1[C:13]2[CH:14]=[CH:15][CH:16]=[CH:17][C:12]=2[N:11]([CH2:18][C:19]2[C:20]3[C:27]([CH3:28])=[CH:26][CH:25]=[CH:24][C:21]=3[S:22][CH:23]=2)[C:10]1=[O:29].Cl. The catalyst is O.O1CCOCC1. The product is [CH3:30][C:7]([CH3:31])([CH2:8][N:9]1[C:13]2[CH:14]=[CH:15][CH:16]=[CH:17][C:12]=2[N:11]([CH2:18][C:19]2[C:20]3[C:27]([CH3:28])=[CH:26][CH:25]=[CH:24][C:21]=3[S:22][CH:23]=2)[C:10]1=[O:29])[C:6]([OH:32])=[O:5]. The yield is 0.900. (3) The reactants are [PH2](O)=O.[Br:4][C:5]1[CH:18]=[CH:17][CH:16]=[C:15]2[C:6]=1[C:7](=O)[C:8]1[C:13]([C:14]2=O)=[C:12]2[CH:20]=[CH:21][CH:22]=[CH:23][C:11]2=[CH:10][CH:9]=1.I. The catalyst is C(O)(=O)C. The product is [Br:4][C:5]1[C:6]2[C:15]([CH:16]=[CH:17][CH:18]=1)=[CH:14][C:13]1[C:8](=[CH:9][CH:10]=[C:11]3[CH:23]=[CH:22][CH:21]=[CH:20][C:12]3=1)[CH:7]=2. The yield is 0.576. (4) The reactants are Cl[CH2:2][C:3]1[CH:8]=[CH:7][CH:6]=[C:5]([S:9][CH:10]2[CH2:14][CH2:13][CH2:12][CH2:11]2)[N:4]=1.C([O:17][C:18]([CH:20]1[CH2:22][CH:21]1[CH2:23][C:24]1[CH:29]=[C:28]([F:30])[C:27]([OH:31])=[C:26]([F:32])[CH:25]=1)=[O:19])C. No catalyst specified. The product is [CH:10]1([S:9][C:5]2[N:4]=[C:3]([CH2:2][O:31][C:27]3[C:26]([F:32])=[CH:25][C:24]([CH2:23][CH:21]4[CH2:22][CH:20]4[C:18]([OH:19])=[O:17])=[CH:29][C:28]=3[F:30])[CH:8]=[CH:7][CH:6]=2)[CH2:14][CH2:13][CH2:12][CH2:11]1. The yield is 0.880. (5) The reactants are [N:1]1[CH:6]=[C:5]([CH2:7][C:8]2[C:9](=[O:15])[NH:10][C:11](=[S:14])[NH:12][CH:13]=2)[CH:4]=[N:3][CH:2]=1.CCN(C(C)C)C(C)C.Cl[CH2:26][C:27]1[CH:28]=[CH:29][C:30]([O:35][C:36]2[CH:41]=[CH:40][C:39]([F:42])=[C:38]([C:43]([F:46])([F:45])[F:44])[CH:37]=2)=[C:31]([CH:34]=1)[C:32]#[N:33]. The catalyst is C(Cl)Cl. The product is [F:42][C:39]1[CH:40]=[CH:41][C:36]([O:35][C:30]2[CH:29]=[CH:28][C:27]([CH2:26][S:14][C:11]3[NH:12][CH:13]=[C:8]([CH2:7][C:5]4[CH:6]=[N:1][CH:2]=[N:3][CH:4]=4)[C:9](=[O:15])[N:10]=3)=[CH:34][C:31]=2[C:32]#[N:33])=[CH:37][C:38]=1[C:43]([F:44])([F:45])[F:46]. The yield is 0.385. (6) The reactants are [F:1][C:2]1[CH:7]=[CH:6][C:5]([C:8]2[CH:9]=[C:10]([O:24]C)[C:11]([O:22]C)=[N:12][C:13]=2[C:14]2[CH:19]=[CH:18][C:17]([C:20]#[N:21])=[CH:16][CH:15]=2)=[CH:4][CH:3]=1.B(Br)(Br)Br. The catalyst is C(Cl)Cl. The product is [F:1][C:2]1[CH:3]=[CH:4][C:5]([C:8]2[CH:9]=[C:10]([OH:24])[C:11](=[O:22])[NH:12][C:13]=2[C:14]2[CH:19]=[CH:18][C:17]([C:20]#[N:21])=[CH:16][CH:15]=2)=[CH:6][CH:7]=1. The yield is 0.830. (7) The reactants are [F:1][C:2]1[CH:22]=[C:21]([N+:23]([O-])=O)[CH:20]=[CH:19][C:3]=1[O:4][C:5]1[CH:10]=[CH:9][N:8]=[C:7]([NH:11][C:12]([N:14]2[CH2:18][CH2:17][CH2:16][CH2:15]2)=[O:13])[CH:6]=1.[Cl-].[NH4+].C(OCC)(=O)C.O1CCCC1.C(OCC)(=O)C.CCCCCC. The catalyst is C(O)C.O.[Fe]. The product is [NH2:23][C:21]1[CH:20]=[CH:19][C:3]([O:4][C:5]2[CH:10]=[CH:9][N:8]=[C:7]([NH:11][C:12]([N:14]3[CH2:15][CH2:16][CH2:17][CH2:18]3)=[O:13])[CH:6]=2)=[C:2]([F:1])[CH:22]=1. The yield is 0.890. (8) The reactants are [F:1][C:2]1[CH:7]=[C:6]([O:8][C:9]([F:12])([F:11])[F:10])[CH:5]=[CH:4][C:3]=1[NH:13][N:14]=[C:15]([C:20](=[O:24])[CH2:21][O:22][CH3:23])[C:16]([O:18][CH3:19])=[O:17].[CH:25](OC(OC(C)C)N(C)C)(C)C. The catalyst is C1(C)C=CC=CC=1. The product is [F:1][C:2]1[CH:7]=[C:6]([O:8][C:9]([F:10])([F:11])[F:12])[CH:5]=[CH:4][C:3]=1[N:13]1[CH:25]=[C:21]([O:22][CH3:23])[C:20](=[O:24])[C:15]([C:16]([O:18][CH3:19])=[O:17])=[N:14]1. The yield is 0.860. (9) The reactants are C[O:2][C:3](=[O:33])[C@H:4]([CH2:17][C:18]1[CH:23]=[CH:22][C:21]([C:24]2[C:25](=[O:32])[N:26]([CH3:31])[CH:27]=[C:28]([Br:30])[CH:29]=2)=[CH:20][CH:19]=1)[NH:5][C:6]([C:8]1[CH:13]=[C:12]([O:14][CH3:15])[CH:11]=[CH:10][C:9]=1[Br:16])=[O:7].O.[OH-].[Li+].CO.C(O)(=O)C. The catalyst is C1COCC1.O. The product is [Br:16][C:9]1[CH:10]=[CH:11][C:12]([O:14][CH3:15])=[CH:13][C:8]=1[C:6]([NH:5][C@H:4]([C:3]([OH:33])=[O:2])[CH2:17][C:18]1[CH:19]=[CH:20][C:21]([C:24]2[C:25](=[O:32])[N:26]([CH3:31])[CH:27]=[C:28]([Br:30])[CH:29]=2)=[CH:22][CH:23]=1)=[O:7]. The yield is 0.790. (10) The reactants are Cl[C:2]1[CH:3]=[C:4]([NH:10][C:11]2[CH:16]=[CH:15][C:14]([N:17]3[CH2:22][CH2:21][N:20]([CH3:23])[CH2:19][CH2:18]3)=[CH:13][N:12]=2)[C:5](=[O:9])[N:6]([CH3:8])[N:7]=1.[B].[C:25]([O:28][CH2:29][C:30]1[C:35]([N:36]2[CH2:48][CH2:47][N:39]3[C:40]4[CH2:41][CH2:42][CH2:43][CH2:44][C:45]=4[CH:46]=[C:38]3[C:37]2=[O:49])=[CH:34][CH:33]=[CH:32][C:31]=1Br)(=[O:27])[CH3:26]. The catalyst is CO. The product is [C:25]([O:28][CH2:29][C:30]1[C:31]([C:2]2[CH:3]=[C:4]([NH:10][C:11]3[CH:16]=[CH:15][C:14]([N:17]4[CH2:22][CH2:21][N:20]([CH3:23])[CH2:19][CH2:18]4)=[CH:13][N:12]=3)[C:5](=[O:9])[N:6]([CH3:8])[N:7]=2)=[CH:32][CH:33]=[CH:34][C:35]=1[N:36]1[CH2:48][CH2:47][N:39]2[C:40]3[CH2:41][CH2:42][CH2:43][CH2:44][C:45]=3[CH:46]=[C:38]2[C:37]1=[O:49])(=[O:27])[CH3:26]. The yield is 0.360.